From a dataset of Catalyst prediction with 721,799 reactions and 888 catalyst types from USPTO. Predict which catalyst facilitates the given reaction. (1) Reactant: [CH2:1]([C:4]1[CH:28]=[C:27]([C:29]2[S:30][C:31]3[CH2:37][CH2:36][CH2:35][CH2:34][C:32]=3[N:33]=2)[CH:26]=[CH:25][C:5]=1[O:6][CH2:7][CH2:8][CH2:9][O:10][C:11]1[CH:12]=[C:13]2[C:17](=[CH:18][CH:19]=1)[N:16]([CH2:20][C:21]([O:23]C)=[O:22])[CH:15]=[CH:14]2)[CH2:2][CH3:3].O[Li].O. Product: [CH2:1]([C:4]1[CH:28]=[C:27]([C:29]2[S:30][C:31]3[CH2:37][CH2:36][CH2:35][CH2:34][C:32]=3[N:33]=2)[CH:26]=[CH:25][C:5]=1[O:6][CH2:7][CH2:8][CH2:9][O:10][C:11]1[CH:12]=[C:13]2[C:17](=[CH:18][CH:19]=1)[N:16]([CH2:20][C:21]([OH:23])=[O:22])[CH:15]=[CH:14]2)[CH2:2][CH3:3]. The catalyst class is: 20. (2) Reactant: [CH2:1]([N:3]1[CH2:8][CH2:7][N:6]2[N:9]=[C:10]([NH:12][C:13]3[C:14](=[O:29])[N:15]([CH3:28])[CH:16]=[C:17](B4OC(C)(C)C(C)(C)O4)[CH:18]=3)[CH:11]=[C:5]2[CH2:4]1)[CH3:2].Cl[C:31]1[C:36]([CH:37]=[O:38])=[C:35]([N:39]2[CH2:51][CH2:50][C:49]3[N:48]4[C:43]([CH2:44][CH2:45][CH2:46][CH2:47]4)=[CH:42][C:41]=3[C:40]2=[O:52])[N:34]=[CH:33][CH:32]=1.[O-]P([O-])([O-])=O.[K+].[K+].[K+].C([O-])(=O)C.[Na+]. Product: [CH2:1]([N:3]1[CH2:8][CH2:7][N:6]2[N:9]=[C:10]([NH:12][C:13]3[C:14](=[O:29])[N:15]([CH3:28])[CH:16]=[C:17]([C:31]4[C:36]([CH:37]=[O:38])=[C:35]([N:39]5[CH2:51][CH2:50][C:49]6[N:48]7[C:43]([CH2:44][CH2:45][CH2:46][CH2:47]7)=[CH:42][C:41]=6[C:40]5=[O:52])[N:34]=[CH:33][CH:32]=4)[CH:18]=3)[CH:11]=[C:5]2[CH2:4]1)[CH3:2]. The catalyst class is: 379. (3) Product: [CH3:15][O:14][C:10]1[CH:9]=[C:8]([C:6]2[N:7]=[C:2]([NH:38][C:37]3[CH:36]=[CH:35][C:34]([N:31]4[CH2:32][CH2:33][O:28][CH2:29][CH2:30]4)=[CH:40][CH:39]=3)[C:3]3[NH:18][N:17]=[CH:16][C:4]=3[N:5]=2)[CH:13]=[CH:12][CH:11]=1. Reactant: Cl[C:2]1[C:3]2[C:4](=[CH:16][N:17](CC3C=CC(OC)=CC=3)[N:18]=2)[N:5]=[C:6]([C:8]2[CH:13]=[CH:12][CH:11]=[C:10]([O:14][CH3:15])[CH:9]=2)[N:7]=1.[O:28]1[CH2:33][CH2:32][N:31]([C:34]2[CH:40]=[CH:39][C:37]([NH2:38])=[CH:36][CH:35]=2)[CH2:30][CH2:29]1.Cl. The catalyst class is: 71. (4) Reactant: [S:1]1[CH:5]=[CH:4][C:3]([C:6]2[CH:11]=[CH:10][C:9]([CH2:12][CH2:13][CH2:14]CC(S(N)(=O)=O)C)=[CH:8][CH:7]=2)=[CH:2]1.C([N:24]([CH2:27]C)CC)C.[CH3:29][N:30](C)[S:31](Cl)(=[O:33])=[O:32]. Product: [S:1]1[CH:5]=[CH:4][C:3]([C:6]2[CH:7]=[CH:8][C:9]([CH2:12][CH2:13][CH2:14][N:24]([CH3:27])[S:31]([NH:30][CH3:29])(=[O:33])=[O:32])=[CH:10][CH:11]=2)=[CH:2]1. The catalyst class is: 4. (5) Reactant: Cl.Cl[C:3]1[C:12]2[C:7](=[CH:8][C:9]([Cl:13])=[CH:10][CH:11]=2)[N:6]=[N:5][CH:4]=1.[CH3:14][O:15][C:16]1[CH:21]=[C:20]([C:22]([F:25])([F:24])[F:23])[CH:19]=[CH:18][C:17]=1B(O)O.C(=O)([O-])[O-].[K+].[K+].O1CCOCC1. Product: [Cl:13][C:9]1[CH:8]=[C:7]2[C:12]([C:3]([C:17]3[CH:18]=[CH:19][C:20]([C:22]([F:25])([F:24])[F:23])=[CH:21][C:16]=3[O:15][CH3:14])=[CH:4][N:5]=[N:6]2)=[CH:11][CH:10]=1. The catalyst class is: 103. (6) Reactant: Cl[CH2:2][C:3]1[O:4][C:5]2[CH:11]=[CH:10][C:9]([C:12]3[C:20]4[C:15](=[CH:16][C:17]([F:21])=[CH:18][CH:19]=4)[N:14]([S:22]([C:25]4[CH:30]=[CH:29][CH:28]=[CH:27][CH:26]=4)(=[O:24])=[O:23])[CH:13]=3)=[CH:8][C:6]=2[N:7]=1.[C:31]([O:35][C:36]([NH:38][C:39]([O:41][C:42]([CH3:45])([CH3:44])[CH3:43])=[O:40])=[O:37])([CH3:34])([CH3:33])[CH3:32].C([O-])([O-])=O.[K+].[K+]. Product: [C:25]1([S:22]([N:14]2[C:15]3[C:20](=[CH:19][CH:18]=[C:17]([F:21])[CH:16]=3)[C:12]([C:9]3[CH:10]=[CH:11][C:5]4[O:4][C:3]([CH2:2][N:38]([C:36]([O:35][C:31]([CH3:34])([CH3:33])[CH3:32])=[O:37])[C:39](=[O:40])[O:41][C:42]([CH3:44])([CH3:45])[CH3:43])=[N:7][C:6]=4[CH:8]=3)=[CH:13]2)(=[O:24])=[O:23])[CH:30]=[CH:29][CH:28]=[CH:27][CH:26]=1. The catalyst class is: 31. (7) Reactant: [F:1][C:2]1[C:3]([NH:18][C@@H:19]2[CH2:24][CH2:23][CH2:22][N:21]([C:25](=[O:28])[CH:26]=[CH2:27])[CH2:20]2)=[N:4][C:5]([NH:8][C:9]2[CH:10]=[C:11]3[C:15](=[CH:16][CH:17]=2)[CH2:14][NH:13][CH2:12]3)=[N:6][CH:7]=1.[C:29](Cl)(=[O:31])[CH3:30]. Product: [C:29]([N:13]1[CH2:12][C:11]2[C:15](=[CH:16][CH:17]=[C:9]([NH:8][C:5]3[N:4]=[C:3]([NH:18][C@@H:19]4[CH2:24][CH2:23][CH2:22][N:21]([C:25](=[O:28])[CH:26]=[CH2:27])[CH2:20]4)[C:2]([F:1])=[CH:7][N:6]=3)[CH:10]=2)[CH2:14]1)(=[O:31])[CH3:30]. The catalyst class is: 2. (8) Product: [ClH:25].[CH3:1][N:2]([CH3:17])[CH:3]1[CH2:8][CH2:7][C:6]([C:9]2[C:10]([F:16])=[C:11]([NH:15][C:23](=[O:24])[C:22]3[CH:26]=[CH:27][C:19]([F:18])=[CH:20][CH:21]=3)[CH:12]=[CH:13][CH:14]=2)=[CH:5][CH2:4]1. The catalyst class is: 12. Reactant: [CH3:1][N:2]([CH3:17])[CH:3]1[CH2:8][CH2:7][C:6]([C:9]2[C:10]([F:16])=[C:11]([NH2:15])[CH:12]=[CH:13][CH:14]=2)=[CH:5][CH2:4]1.[F:18][C:19]1[CH:27]=[CH:26][C:22]([C:23]([Cl:25])=[O:24])=[CH:21][CH:20]=1. (9) Reactant: CC(C)([O-])C.[K+].O1CCCC1.[Cl:12][C:13]1[CH:22]=[C:21]([O:23][C@H:24]2[CH2:41][O:40][C@@H:26]([CH2:27][O:28]C(=O)C3C=CC([N+]([O-])=O)=CC=3)[CH2:25]2)[C:20]([Cl:42])=[C:19]2[C:14]=1[CH2:15][CH2:16][NH:17][C:18]2=[O:43].[CH2:44]([O:51][C:52]1[C:57]([CH2:58]Cl)=[C:56]([CH3:60])[CH:55]=[C:54]([CH3:61])[N:53]=1)[C:45]1[CH:50]=[CH:49][CH:48]=[CH:47][CH:46]=1. Product: [CH2:44]([O:51][C:52]1[C:57]([CH2:58][N:17]2[CH2:16][CH2:15][C:14]3[C:19](=[C:20]([Cl:42])[C:21]([O:23][C@@H:24]4[CH2:25][C@H:26]([CH2:27][OH:28])[O:40][CH2:41]4)=[CH:22][C:13]=3[Cl:12])[C:18]2=[O:43])=[C:56]([CH3:60])[CH:55]=[C:54]([CH3:61])[N:53]=1)[C:45]1[CH:50]=[CH:49][CH:48]=[CH:47][CH:46]=1. The catalyst class is: 42.